Dataset: Forward reaction prediction with 1.9M reactions from USPTO patents (1976-2016). Task: Predict the product of the given reaction. (1) Given the reactants C([O:3][C:4](=[O:21])[CH2:5][C:6]([NH:8][C:9]1[CH:14]=[CH:13][C:12]([C:15]2[CH:20]=[CH:19][CH:18]=[CH:17][CH:16]=2)=[CH:11][CH:10]=1)=[O:7])C.C1COCC1.O.O[Li].O, predict the reaction product. The product is: [C:12]1([C:15]2[CH:16]=[CH:17][CH:18]=[CH:19][CH:20]=2)[CH:13]=[CH:14][C:9]([NH:8][C:6](=[O:7])[CH2:5][C:4]([OH:21])=[O:3])=[CH:10][CH:11]=1. (2) Given the reactants [Li+].C[Si]([N-][Si](C)(C)C)(C)C.[C:11]1([N:17]2[C:21]3[CH:22]=[N:23][CH:24]=[CH:25][C:20]=3[N:19]=[CH:18]2)[CH:16]=[CH:15][CH:14]=[CH:13][CH:12]=1.CN(C)[C:28](=[O:30])[CH3:29].[Cl-].[NH4+], predict the reaction product. The product is: [C:11]1([N:17]2[C:21]3[CH:22]=[N:23][CH:24]=[CH:25][C:20]=3[N:19]=[C:18]2[C:28](=[O:30])[CH3:29])[CH:16]=[CH:15][CH:14]=[CH:13][CH:12]=1. (3) The product is: [CH2:37]([NH:40][C:28]([NH:4][C:3]1[CH:5]=[CH:6][C:7]([O:9][C:10]2[C:19]3[C:14](=[CH:15][C:16]([O:22][CH3:23])=[C:17]([O:20][CH3:21])[CH:18]=3)[N:13]=[CH:12][N:11]=2)=[CH:8][C:2]=1[Cl:1])=[O:34])[CH:38]=[CH2:39]. Given the reactants [Cl:1][C:2]1[CH:8]=[C:7]([O:9][C:10]2[C:19]3[C:14](=[CH:15][C:16]([O:22][CH3:23])=[C:17]([O:20][CH3:21])[CH:18]=3)[N:13]=[CH:12][N:11]=2)[CH:6]=[CH:5][C:3]=1[NH2:4].ClC(Cl)(O[C:28](=[O:34])OC(Cl)(Cl)Cl)Cl.Cl.[CH2:37]([NH2:40])[CH:38]=[CH2:39].C(=O)([O-])O.[Na+], predict the reaction product.